The task is: Predict the reactants needed to synthesize the given product.. This data is from Full USPTO retrosynthesis dataset with 1.9M reactions from patents (1976-2016). (1) Given the product [S:1]1[CH:5]=[CH:4][C:3]([CH:6]2[C:17]([C:18]([O:20][CH2:21][CH3:22])=[O:19])=[C:16]([C:15]([F:14])([F:24])[F:25])[NH:8][C:9]3=[N:10][NH:11][CH:12]=[C:13]23)=[CH:2]1, predict the reactants needed to synthesize it. The reactants are: [S:1]1[CH:5]=[CH:4][C:3]([CH:6]=O)=[CH:2]1.[NH2:8][C:9]1[CH:13]=[CH:12][NH:11][N:10]=1.[F:14][C:15]([F:25])([F:24])[C:16](=O)[CH2:17][C:18]([O:20][CH2:21][CH3:22])=[O:19]. (2) Given the product [Br:27][CH2:28][CH2:29][O:20][C:14]1[CH:13]=[C:12]2[C:17]([CH:18]=[C:10]([C:8]([NH:7][CH:1]3[CH2:2][CH2:3][CH2:4][CH2:5][CH2:6]3)=[O:9])[NH:11]2)=[C:16]([CH3:19])[CH:15]=1, predict the reactants needed to synthesize it. The reactants are: [CH:1]1([NH:7][C:8]([C:10]2[NH:11][C:12]3[C:17]([CH:18]=2)=[C:16]([CH3:19])[CH:15]=[C:14]([OH:20])[CH:13]=3)=[O:9])[CH2:6][CH2:5][CH2:4][CH2:3][CH2:2]1.C([O-])([O-])=O.[Cs+].[Cs+].[Br:27][CH2:28][CH2:29]Br. (3) The reactants are: C([O:5][C:6](=[O:30])/[CH:7]=[CH:8]/[C:9]1[CH:29]=[N:28][C:12]2[NH:13][C:14](=[O:27])[CH2:15][N:16]([CH2:18][C:19]3[CH:24]=[CH:23][C:22]([O:25][CH3:26])=[CH:21][CH:20]=3)[CH2:17][C:11]=2[CH:10]=1)(C)(C)C.C(O)(C(F)(F)F)=O.C(Cl)[Cl:39]. Given the product [ClH:39].[CH3:26][O:25][C:22]1[CH:21]=[CH:20][C:19]([CH2:18][N:16]2[CH2:17][C:11]3[CH:10]=[C:9](/[CH:8]=[CH:7]/[C:6]([OH:30])=[O:5])[CH:29]=[N:28][C:12]=3[NH:13][C:14](=[O:27])[CH2:15]2)=[CH:24][CH:23]=1, predict the reactants needed to synthesize it. (4) Given the product [CH3:29][N:28]([CH3:30])[CH:25]1[CH2:26][CH2:27][C:22]([C:18]2[C:17]([F:31])=[C:16]([NH2:15])[CH:21]=[CH:20][CH:19]=2)=[CH:23][CH2:24]1, predict the reactants needed to synthesize it. The reactants are: Cl.C(=[N:15][C:16]1[CH:21]=[CH:20][CH:19]=[C:18]([C:22]2[CH2:27][CH2:26][CH:25]([N:28]([CH3:30])[CH3:29])[CH2:24][CH:23]=2)[C:17]=1[F:31])(C1C=CC=CC=1)C1C=CC=CC=1.[NH4+].[OH-]. (5) Given the product [F:31][C:32]([F:37])([F:36])[C:33]([OH:35])=[O:34].[CH2:1]([O:3][C:4]([O:6][CH:7]([O:9][C:10](=[O:30])[C@H:11]([CH3:29])[NH2:12])[CH3:8])=[O:5])[CH3:2], predict the reactants needed to synthesize it. The reactants are: [CH2:1]([O:3][C:4]([O:6][CH:7]([O:9][C:10](=[O:30])[C@H:11]([CH3:29])[N:12](C12C(C)(C)C1CCC(C)C2=O)OC(C)(C)C)[CH3:8])=[O:5])[CH3:2].[F:31][C:32]([F:37])([F:36])[C:33]([OH:35])=[O:34]. (6) Given the product [F:15][C:16]1[CH:24]=[CH:23][C:19]([C:20]([NH:22][CH2:26][N:10]2[CH2:9][CH2:8][N:7]([C:2]3[CH:3]=[CH:4][CH:5]=[CH:6][N:1]=3)[CH2:12][CH2:11]2)=[O:21])=[CH:18][C:17]=1[CH3:25], predict the reactants needed to synthesize it. The reactants are: [N:1]1[CH:6]=[CH:5][CH:4]=[CH:3][C:2]=1[N:7]1[CH2:12][CH2:11][NH:10][CH2:9][CH2:8]1.C=O.[F:15][C:16]1[CH:24]=[CH:23][C:19]([C:20]([NH2:22])=[O:21])=[CH:18][C:17]=1[CH3:25].[C:26](=O)([O-])[O-].[K+].[K+]. (7) Given the product [CH2:20]([O:19][C:17]([NH:1][CH2:2][CH2:3][NH:4][CH2:5][CH2:6][NH:7][C:17]([O:19][CH2:20][C:14]1[CH:13]=[CH:23][CH:22]=[CH:21][CH:26]=1)=[O:18])=[O:18])[C:21]1[CH:26]=[CH:25][CH:24]=[CH:23][CH:22]=1, predict the reactants needed to synthesize it. The reactants are: [NH2:1][CH2:2][CH2:3][NH:4][CH2:5][CH2:6][NH2:7].C(N([CH2:13][CH3:14])CC)C.C([C:17]([O:19][CH2:20][C:21]1[CH:26]=[CH:25][CH:24]=[CH:23][CH:22]=1)=[O:18])#N. (8) Given the product [CH3:1][O:2][CH2:3][N:4]1[C:12]2[C:7](=[CH:8][CH:9]=[CH:10][C:11]=2[N:13]([CH2:22][O:23][CH3:24])[S:14]([C:17]2[S:18][CH:19]=[CH:20][CH:21]=2)(=[O:16])=[O:15])[CH:6]=[C:5]1[C:25]([NH2:28])=[O:26], predict the reactants needed to synthesize it. The reactants are: [CH3:1][O:2][CH2:3][N:4]1[C:12]2[C:7](=[CH:8][CH:9]=[CH:10][C:11]=2[N:13]([CH2:22][O:23][CH3:24])[S:14]([C:17]2[S:18][CH:19]=[CH:20][CH:21]=2)(=[O:16])=[O:15])[CH:6]=[C:5]1[C:25](O)=[O:26].[N:28]1(O)C2C=CC=CC=2N=N1.Cl.CN(C)CCCN=C=NCC.N.C(O)(=O)CC(CC(O)=O)(C(O)=O)O. (9) Given the product [OH:2][NH:1][S:9]([C:5]1[CH:4]=[N:3][CH:8]=[CH:7][CH:6]=1)(=[O:11])=[O:10], predict the reactants needed to synthesize it. The reactants are: [NH2:1][OH:2].[N:3]1[CH:8]=[CH:7][CH:6]=[C:5]([S:9](Cl)(=[O:11])=[O:10])[CH:4]=1. (10) Given the product [N+:15]([C:18]1[CH:19]=[C:20]([CH:24]=[CH:25][CH:26]=1)[C:21]([NH:1][C:2]1[CH:3]=[N:4][CH:5]=[CH:6][CH:7]=1)=[O:22])([O-:17])=[O:16], predict the reactants needed to synthesize it. The reactants are: [NH2:1][C:2]1[CH:3]=[N:4][CH:5]=[CH:6][CH:7]=1.C(N(CC)CC)C.[N+:15]([C:18]1[CH:19]=[C:20]([CH:24]=[CH:25][CH:26]=1)[C:21](Cl)=[O:22])([O-:17])=[O:16].